This data is from Reaction yield outcomes from USPTO patents with 853,638 reactions. The task is: Predict the reaction yield, written as a fraction of the theoretical maximum amount of product (1.0 means a 100% yield; for example, 0.34 means a 34% yield). The reactants are Cl.[Br:2][C:3]1[CH:20]=[CH:19][C:6]([CH2:7][N:8]2[CH2:12][CH2:11][C:10]3([CH2:17][CH2:16][NH:15][CH2:14][CH2:13]3)[C:9]2=[O:18])=[CH:5][CH:4]=1.CCN(C(C)C)C(C)C.[CH3:30][O:31][C:32](=[O:43])[CH:33]([C:37]1[CH:42]=[CH:41][CH:40]=[CH:39][CH:38]=1)[CH2:34][CH2:35]Br.C(=O)([O-])[O-].[K+].[K+]. The catalyst is CN(C=O)C.O. The product is [CH3:30][O:31][C:32](=[O:43])[CH:33]([C:37]1[CH:38]=[CH:39][CH:40]=[CH:41][CH:42]=1)[CH2:34][CH2:35][N:15]1[CH2:14][CH2:13][C:10]2([C:9](=[O:18])[N:8]([CH2:7][C:6]3[CH:5]=[CH:4][C:3]([Br:2])=[CH:20][CH:19]=3)[CH2:12][CH2:11]2)[CH2:17][CH2:16]1. The yield is 0.800.